This data is from Catalyst prediction with 721,799 reactions and 888 catalyst types from USPTO. The task is: Predict which catalyst facilitates the given reaction. (1) Reactant: [CH3:1][CH:2]1[CH2:8][C:7](=S)[NH:6][C:5]2[CH:10]=[CH:11][CH:12]=[CH:13][C:4]=2[NH:3]1.[C:14]([NH:17][NH2:18])(=O)[CH3:15]. Product: [CH3:15][C:14]1[N:6]2[C:5]3[CH:10]=[CH:11][CH:12]=[CH:13][C:4]=3[NH:3][CH:2]([CH3:1])[CH2:8][C:7]2=[N:18][N:17]=1. The catalyst class is: 51. (2) Reactant: C1(C)C=CC=CC=1.[CH2:8]([NH:10][CH2:11][CH3:12])[CH3:9].[CH3:13][O:14][C:15]1[CH:23]=[CH:22][CH:21]=[CH:20][C:16]=1[C:17](Cl)=[O:18].Cl.C(NCC)C. Product: [CH2:8]([N:10]([CH2:11][CH3:12])[C:17](=[O:18])[C:16]1[CH:20]=[CH:21][CH:22]=[CH:23][C:15]=1[O:14][CH3:13])[CH3:9]. The catalyst class is: 6.